From a dataset of Peptide-MHC class I binding affinity with 185,985 pairs from IEDB/IMGT. Regression. Given a peptide amino acid sequence and an MHC pseudo amino acid sequence, predict their binding affinity value. This is MHC class I binding data. The peptide sequence is VSIILANERY. The MHC is HLA-A68:01 with pseudo-sequence HLA-A68:01. The binding affinity (normalized) is 0.237.